From a dataset of Forward reaction prediction with 1.9M reactions from USPTO patents (1976-2016). Predict the product of the given reaction. (1) Given the reactants [Cl:1][C:2]1[CH:11]=[CH:10][C:9]2[C:4](=[CH:5][CH:6]=[C:7]([OH:12])[CH:8]=2)[N:3]=1.CC(C)=O.[CH3:17][O:18][C:19]1[CH:20]=[C:21]([CH:24]=[CH:25][CH:26]=1)[CH2:22]Br, predict the reaction product. The product is: [Cl:1][C:2]1[CH:11]=[CH:10][C:9]2[C:4](=[CH:5][CH:6]=[C:7]([O:12][CH2:22][C:21]3[CH:24]=[CH:25][CH:26]=[C:19]([O:18][CH3:17])[CH:20]=3)[CH:8]=2)[N:3]=1. (2) Given the reactants [Cl:1][C:2]1[CH:7]=[CH:6][C:5]([C:8]2[C:9](=[O:30])[N:10]([CH2:18][C:19]([NH:21][C:22]3[CH:27]=[CH:26][C:25]([F:28])=[C:24]([F:29])[CH:23]=3)=[O:20])[C:11]3([CH2:17][CH2:16][NH:15][CH2:14][CH2:13]3)[N:12]=2)=[CH:4][CH:3]=1.C=O.[C:33](O[BH-](OC(=O)C)OC(=O)C)(=O)C.[Na+], predict the reaction product. The product is: [Cl:1][C:2]1[CH:7]=[CH:6][C:5]([C:8]2[C:9](=[O:30])[N:10]([CH2:18][C:19]([NH:21][C:22]3[CH:27]=[CH:26][C:25]([F:28])=[C:24]([F:29])[CH:23]=3)=[O:20])[C:11]3([CH2:17][CH2:16][N:15]([CH3:33])[CH2:14][CH2:13]3)[N:12]=2)=[CH:4][CH:3]=1. (3) Given the reactants [CH3:1][C:2]1[C:7]2[CH2:8][O:9][C:10](=[O:11])[C:6]=2[C:5]([OH:12])=[C:4]([CH2:13]/[CH:14]=[C:15](/[CH2:17][CH2:18][C:19]([O:21][CH3:22])=[O:20])\[CH3:16])[C:3]=1[O:23][CH3:24].C[Si]([N-][Si](C)(C)C)(C)C.[Na+].[Br:35][CH2:36][CH:37]=[CH:38][CH2:39]Br, predict the reaction product. The product is: [CH3:22][O:21][C:19](=[O:20])[CH:18]([CH2:39][CH:38]=[CH:37][CH2:36][Br:35])[CH2:17][C:15]([CH3:16])=[CH:14][CH2:13][C:4]1[C:5]([OH:12])=[C:6]2[C:7](=[C:2]([CH3:1])[C:3]=1[O:23][CH3:24])[CH2:8][O:9][C:10]2=[O:11]. (4) Given the reactants [Cl:1][C:2]1[CH:3]=[C:4]2[C:12](=[C:13]([NH2:17])[C:14]=1[O:15][CH3:16])[NH:11][C:10]1[CH:9]=[N:8][CH:7]=[CH:6][C:5]2=1.[CH3:18][C:19]1[C:24]([C:25](O)=[O:26])=[CH:23][N:22]=[CH:21][N:20]=1, predict the reaction product. The product is: [Cl:1][C:2]1[CH:3]=[C:4]2[C:12](=[C:13]([NH:17][C:25]([C:24]3[C:19]([CH3:18])=[N:20][CH:21]=[N:22][CH:23]=3)=[O:26])[C:14]=1[O:15][CH3:16])[NH:11][C:10]1[CH:9]=[N:8][CH:7]=[CH:6][C:5]2=1. (5) Given the reactants [F:1][C:2]([F:7])([F:6])[C:3]([OH:5])=[O:4].[NH2:8][C:9]1[C:18]2[C:13](=[CH:14][C:15]([O:19][CH:20]([C:25]3[CH:30]=[C:29]([O:31][CH3:32])[C:28]([O:33][CH3:34])=[CH:27][C:26]=3[F:35])[C:21]([O:23]C)=[O:22])=[CH:16][CH:17]=2)[CH:12]=[CH:11][N:10]=1.[Li+].[OH-], predict the reaction product. The product is: [F:1][C:2]([F:7])([F:6])[C:3]([OH:5])=[O:4].[NH2:8][C:9]1[C:18]2[C:13](=[CH:14][C:15]([O:19][CH:20]([C:25]3[CH:30]=[C:29]([O:31][CH3:32])[C:28]([O:33][CH3:34])=[CH:27][C:26]=3[F:35])[C:21]([OH:23])=[O:22])=[CH:16][CH:17]=2)[CH:12]=[CH:11][N:10]=1.